Task: Predict which catalyst facilitates the given reaction.. Dataset: Catalyst prediction with 721,799 reactions and 888 catalyst types from USPTO (1) Reactant: Cl[C:2]1[C:11]2[C:6](=[CH:7][C:8]([O:14][CH2:15][CH2:16][CH2:17][N:18]3[CH2:23][CH2:22][CH2:21][CH2:20][CH2:19]3)=[C:9]([O:12][CH3:13])[CH:10]=2)[N:5]=[CH:4][N:3]=1.C(=O)([O-])[O-].[K+].[K+].[OH:30][C:31]1[C:32]([N+:40]([O-:42])=[O:41])=[C:33]2[C:37](=[CH:38][CH:39]=1)[NH:36][CH:35]=[CH:34]2. Product: [CH3:13][O:12][C:9]1[CH:10]=[C:11]2[C:6](=[CH:7][C:8]=1[O:14][CH2:15][CH2:16][CH2:17][N:18]1[CH2:23][CH2:22][CH2:21][CH2:20][CH2:19]1)[N:5]=[C:4]([O:30][C:31]1[C:32]([N+:40]([O-:42])=[O:41])=[C:33]3[C:37](=[CH:38][CH:39]=1)[NH:36][CH:35]=[CH:34]3)[N:3]=[CH:2]2. The catalyst class is: 44. (2) The catalyst class is: 8. Product: [CH3:17][O:16][C:14]1[CH:13]=[C:12]([CH2:18][OH:19])[CH:11]=[C:10]([N:9]=[CH:1][C:2]2[CH:3]=[N:4][CH:5]=[CH:6][CH:7]=2)[CH:15]=1. Reactant: [CH:1](=O)[C:2]1[CH:7]=[CH:6][CH:5]=[N:4][CH:3]=1.[NH2:9][C:10]1[CH:11]=[C:12]([CH2:18][OH:19])[CH:13]=[C:14]([O:16][CH3:17])[CH:15]=1. (3) Product: [NH2:9][C:10]1[CH:11]=[C:12]([S:16][C:2]([CH3:8])([CH3:7])[C:3]([O:5][CH3:6])=[O:4])[CH:13]=[CH:14][CH:15]=1. The catalyst class is: 3. Reactant: Br[C:2]([CH3:8])([CH3:7])[C:3]([O:5][CH3:6])=[O:4].[NH2:9][C:10]1[CH:11]=[C:12]([SH:16])[CH:13]=[CH:14][CH:15]=1.C(=O)(O)[O-].[Na+].O. (4) Reactant: [NH2:1][C@H:2]1[CH2:6][CH2:5][C@H:4]([C:7]2[O:11][N:10]=[C:9]([CH:12]([C:14]3[CH:19]=[CH:18][CH:17]=[CH:16][CH:15]=3)[OH:13])[N:8]=2)[CH2:3]1.CCN(C(C)C)C(C)C.Cl[C:30]1[N:35]=[CH:34][N:33]=[C:32]2[N:36](C3CCCCO3)[N:37]=[CH:38][C:31]=12. Product: [C:14]1([CH:12]([C:9]2[N:8]=[C:7]([C@H:4]3[CH2:5][CH2:6][C@H:2]([NH:1][C:30]4[N:35]=[CH:34][N:33]=[C:32]5[NH:36][N:37]=[CH:38][C:31]=45)[CH2:3]3)[O:11][N:10]=2)[OH:13])[CH:15]=[CH:16][CH:17]=[CH:18][CH:19]=1. The catalyst class is: 51. (5) Reactant: CS(N)(=O)=O.[C:6](=[O:9])(O)[O-:7].[Na+].CC[C@H]1[C@H]2C[C@H]([C@H](OC3[C:63]4[C:58](=[CH:59][CH:60]=[CH:61][CH:62]=4)[C:57](O[C@H]([C:57]4C=CN=[C:63]5[C:58]=4[CH:59]=[C:60](OC)[CH:61]=[CH:62]5)[C@@H]4N5C[C@H](CC)[C@@H](CC5)C4)=NN=3)[C:57]3C=CN=[C:63]4[C:58]=3[CH:59]=[C:60](OC)[CH:61]=[CH:62]4)N(CC2)C1.CC(C)=CC([O:74][CH2:75][C:76]1[CH:81]=CC=C[CH:77]=1)=O.S([O-])([O-])=[O:84].[Na+].[Na+]. Product: [OH:74][C@H:75]([C:76]([OH:84])([CH3:81])[CH3:77])[C:6]([O:7][CH2:57][C:58]1[CH:59]=[CH:60][CH:61]=[CH:62][CH:63]=1)=[O:9]. The catalyst class is: 878.